Task: Predict which catalyst facilitates the given reaction.. Dataset: Catalyst prediction with 721,799 reactions and 888 catalyst types from USPTO (1) Reactant: F[C:2]1[CH:9]=[C:8]([F:10])[CH:7]=[C:6](OC)[C:3]=1[C:4]#[N:5].[OH2:13].[NH2:14][NH2:15].[CH3:16]C(O)=O.C(OCC)(=O)C. Product: [F:10][C:8]1[CH:9]=[C:2]2[C:3]([C:4]([NH2:5])=[N:14][NH:15]2)=[C:6]([O:13][CH3:16])[CH:7]=1. The catalyst class is: 729. (2) Reactant: CS(C)=O.C(Cl)(=O)C(Cl)=O.[CH3:11][C:12]([CH3:22])([CH2:15][O:16][CH:17]1[CH2:21][CH2:20][O:19][CH2:18]1)[CH2:13][OH:14].C(N(CC)CC)C.[NH4+].[Cl-]. Product: [CH3:11][C:12]([CH3:22])([CH2:15][O:16][CH:17]1[CH2:21][CH2:20][O:19][CH2:18]1)[CH:13]=[O:14]. The catalyst class is: 4. (3) Reactant: [H-].[Na+].[CH2:3]([OH:7])[C:4]#[C:5][CH3:6].Cl[C:9]1[CH:14]=[C:13]([O:15][C@@H:16]2[CH2:21][CH2:20][CH2:19][CH2:18][C@@H:17]2[CH3:22])[N:12]=[CH:11][N:10]=1.[Cl-].[NH4+]. Product: [CH2:3]([O:7][C:9]1[CH:14]=[C:13]([O:15][C@@H:16]2[CH2:21][CH2:20][CH2:19][CH2:18][C@@H:17]2[CH3:22])[N:12]=[CH:11][N:10]=1)[C:4]#[C:5][CH3:6]. The catalyst class is: 7. (4) Reactant: F[C:2]1[CH:3]=[C:4]([O:11][CH3:12])[CH:5]=[CH:6][C:7]=1[N+:8]([O-:10])=[O:9].[NH2:13][C:14]1[CH:15]=[C:16]([CH:19]=[CH:20][CH:21]=1)[C:17]#[N:18]. Product: [CH3:12][O:11][C:4]1[CH:5]=[CH:6][C:7]([N+:8]([O-:10])=[O:9])=[C:2]([NH:13][C:14]2[CH:15]=[C:16]([CH:19]=[CH:20][CH:21]=2)[C:17]#[N:18])[CH:3]=1. The catalyst class is: 13. (5) Reactant: [OH:1][C:2]1[CH:6]=[C:5]([C@@H:7]([OH:9])[CH3:8])[NH:4][N:3]=1.[C:10]1([CH3:20])[CH:15]=[CH:14][C:13]([S:16](Cl)(=[O:18])=[O:17])=[CH:12][CH:11]=1.C(N(CC)CC)C. The catalyst class is: 4. Product: [OH:9][C@H:7]([C:5]1[NH:4][N:3]=[C:2]([O:1][S:16]([C:13]2[CH:14]=[CH:15][C:10]([CH3:20])=[CH:11][CH:12]=2)(=[O:18])=[O:17])[CH:6]=1)[CH3:8]. (6) The catalyst class is: 7. Reactant: [CH2:1]([C:3]1[C:7]([O:8][C:9]2[CH:10]=[C:11]([CH:14]=[C:15]([O:17][CH3:18])[CH:16]=2)[C:12]#[N:13])=[C:6]([CH2:19][CH3:20])[N:5]([CH2:21][CH2:22]O)[N:4]=1)[CH3:2].C1(P(C2C=CC=CC=2)C2C=CC=CC=2)C=CC=CC=1.C1(=O)[NH:47]C(=O)C2=CC=CC=C12.CC(OC(/N=N/C(OC(C)C)=O)=O)C.O.NN. Product: [NH3:4].[NH2:47][CH2:22][CH2:21][N:5]1[C:6]([CH2:19][CH3:20])=[C:7]([O:8][C:9]2[CH:10]=[C:11]([CH:14]=[C:15]([O:17][CH3:18])[CH:16]=2)[C:12]#[N:13])[C:3]([CH2:1][CH3:2])=[N:4]1.